From a dataset of Drug-target binding data from BindingDB using IC50 measurements. Regression. Given a target protein amino acid sequence and a drug SMILES string, predict the binding affinity score between them. We predict pIC50 (pIC50 = -log10(IC50 in M); higher means more potent). Dataset: bindingdb_ic50. (1) The compound is CCCCCCCCCCCC[C@@H](O)[C@H]1CC[C@H]([C@H](O)CCCC[C@H](O)CCCCCCCC2=C[C@H](C)OC2=O)O1. The target protein (P03887) has sequence MFMINILMLIIPILLAVAFLTLVERKVLGYMQLRKGPNVVGPYGLLQPIADAIKLFIKEPLRPATSSASMFILAPIMALGLALTMWIPLPMPYPLINMNLGVLFMLAMSSLAVYSILWSGWASNSKYALIGALRAVAQTISYEVTLAIILLSVLLMSGSFTLSTLITTQEQMWLILPAWPLAMMWFISTLAETNRAPFDLTEGESELVSGFNVEYAAGPFALFFMAEYANIIMMNIFTAILFLGTSHNPHMPELYTINFTIKSLLLTMSFLWIRASYPRFRYDQLMHLLWKNFLPLTLALCMWHVSLPILTSGIPPQT. The pIC50 is 8.8. (2) The small molecule is CSCC[C@@H](NC(=O)[C@H](Cc1ccc(OS(=O)(=O)O)cc1)NC(C)=O)C(=O)NCC(=O)N[C@@H](Cc1c[nH]c2ccccc12)C(=O)N[C@H](CCSC)C(=O)N[C@@H](CC(=O)O)C(=O)N[C@@H](Cc1ccccc1)C(N)=O. The target protein (P79266) has sequence MELLKPNRSVLGSGPGPGASLCRSGGPLLNGSGTGNLSCEPPRIRGAGTRELELAIRVTLYAVIFLMSVGGNVLIIVVLGLSRRLRTVTNAFLLSLAVSDLLLAVACMPFTLLPNLMGTFIFGTVVCKAVSYFMGVSVSVSTLSLVAIALERYSAICRPLQARVWQTRSHAARVIVATWMLSGLLMVPYPVYTAVQPAGPRVLQCMHRWPSARVRQTWSVLLLLLLFFVPGVVMAVAYGLISRELYLGLRFDGDSDSESQSRVGSQGGLPGGTGQGPAQANGRCRSETRLAGEDGDGCYVQLPRSRPALEMSALTAPTPGPGSGTRPAQAKLLAKKRVVRMLLVIVVLFFLCWLPVYSANTWRAFDGPGAHRALSGAPISFIHLLTYASACVNPLVYCFMHRRFRQACLDTCTRCCPRPPRARPRPLPDEDPPTPSIASLSRLSYTTISTLGPG. The pIC50 is 8.3. (3) The compound is O=C(NCCNC(=O)c1cc(O)c(O)c(O)c1)c1cc(O)c(O)c(O)c1. The target protein (P05121) has sequence MQMSPALTCLVLGLALVFGEGSAVHHPPSYVAHLASDFGVRVFQQVAQASKDRNVVFSPYGVASVLAMLQLTTGGETQQQIQAAMGFKIDDKGMAPALRHLYKELMGPWNKDEISTTDAIFVQRDLKLVQGFMPHFFRLFRSTVKQVDFSEVERARFIINDWVKTHTKGMISNLLGKGAVDQLTRLVLVNALYFNGQWKTPFPDSSTHRRLFHKSDGSTVSVPMMAQTNKFNYTEFTTPDGHYYDILELPYHGDTLSMFIAAPYEKEVPLSALTNILSAQLISHWKGNMTRLPRLLVLPKFSLETEVDLRKPLENLGMTDMFRQFQADFTSLSDQEPLHVAQALQKVKIEVNESGTVASSSTAVIVSARMAPEEIIMDRPFLFVVRHNPTGTVLFMGQVMEP. The pIC50 is 3.0.